This data is from Reaction yield outcomes from USPTO patents with 853,638 reactions. The task is: Predict the reaction yield, written as a fraction of the theoretical maximum amount of product (1.0 means a 100% yield; for example, 0.34 means a 34% yield). (1) The reactants are I(C1C=CC=CC=1C(O)=O)(=O)=O.[NH2:13][C:14]([NH:16][C:17]1[NH:18][C:19]2[C:24]([C:25]=1[C:26]([NH2:28])=[O:27])=[CH:23][CH:22]=[C:21]([CH2:29][OH:30])[CH:20]=2)=[O:15].O. The catalyst is CS(C)=O. The product is [NH2:13][C:14]([NH:16][C:17]1[NH:18][C:19]2[C:24]([C:25]=1[C:26]([NH2:28])=[O:27])=[CH:23][CH:22]=[C:21]([CH:29]=[O:30])[CH:20]=2)=[O:15]. The yield is 0.740. (2) The product is [C:8]([C:5]1[CH:4]=[C:3]2[C:2](=[CH:7][CH:6]=1)[N:1]=[C:24]([CH3:25])[C:23]([C:22](=[O:27])[C:21]([F:29])([F:28])[F:20])=[C:12]2[C:14]1[CH:19]=[CH:18][CH:17]=[CH:16][CH:15]=1)([CH3:11])([CH3:10])[CH3:9]. The reactants are [NH2:1][C:2]1[CH:7]=[CH:6][C:5]([C:8]([CH3:11])([CH3:10])[CH3:9])=[CH:4][C:3]=1[C:12]([C:14]1[CH:19]=[CH:18][CH:17]=[CH:16][CH:15]=1)=O.[F:20][C:21]([F:29])([F:28])[C:22](=[O:27])[CH2:23][C:24](=O)[CH3:25].C(O)(C)C. The catalyst is CCCCCCC.C(OCC)(=O)C. The yield is 0.370. (3) The reactants are [Br:1][C:2]1[N:19]([CH2:20][O:21][CH2:22][CH2:23][Si:24]([CH3:27])([CH3:26])[CH3:25])[C:5]2[CH:6]=[N:7][N:8]([CH2:11][O:12][CH2:13][CH2:14][Si:15]([CH3:18])([CH3:17])[CH3:16])[C:9](=[O:10])[C:4]=2[C:3]=1[CH2:28]Br.BrC1N(COCC[Si](C)(C)C)C2C=NNC(=[O:39])C=2C=1CBr. No catalyst specified. The product is [Br:1][C:2]1[N:19]([CH2:20][O:21][CH2:22][CH2:23][Si:24]([CH3:27])([CH3:25])[CH3:26])[C:5]2[CH:6]=[N:7][N:8]([CH2:11][O:12][CH2:13][CH2:14][Si:15]([CH3:18])([CH3:16])[CH3:17])[C:9](=[O:10])[C:4]=2[C:3]=1[CH:28]=[O:39]. The yield is 0.670. (4) The reactants are [CH3:1][N:2]1[CH2:7][CH2:6][N:5]([C:8]2[CH:9]([CH:26](O)[CH2:27][CH3:28])[C:10]([N:19]3[CH2:24][CH2:23][N:22]([CH3:25])[CH2:21][CH2:20]3)=[N:11][C:12]3[CH:18]=[CH:17][CH:16]=[CH:15][C:13]=3[N:14]=2)[CH2:4][CH2:3]1.C(N(CC)CC)C.FC(F)(F)C(OC(=O)C(F)(F)F)=O.[OH-].[Na+]. The catalyst is ClCCl.[Br-].C([N+](CCCC)(CCCC)CCCC)CCC.CO. The product is [CH3:1][N:2]1[CH2:3][CH2:4][N:5]([C:8]2[C:9](=[CH:26][CH2:27][CH3:28])[C:10]([N:19]3[CH2:20][CH2:21][N:22]([CH3:25])[CH2:23][CH2:24]3)=[N:11][C:12]3[CH:18]=[CH:17][CH:16]=[CH:15][C:13]=3[N:14]=2)[CH2:6][CH2:7]1. The yield is 0.760. (5) The reactants are Br[C:2]1[C:7](=[O:8])[N:6]([CH2:9][C:10]2[CH:15]=[CH:14][C:13]([C:16]3[C:17]([C:22]#[N:23])=[CH:18][CH:19]=[CH:20][CH:21]=3)=[CH:12][CH:11]=2)[C:5]([CH2:24][CH2:25][CH2:26][CH3:27])=[N:4][C:3]=1[CH3:28].[CH3:29][N:30]1[CH:34]=[C:33](B2OC(C)(C)C(C)(C)O2)[CH:32]=[N:31]1.C(=O)([O-])[O-].[Cs+].[Cs+]. The catalyst is O1CCOCC1.C(OCC)(=O)C.C1C=CC(P(C2C=CC=CC=2)[C-]2C=CC=C2)=CC=1.C1C=CC(P(C2C=CC=CC=2)[C-]2C=CC=C2)=CC=1.Cl[Pd]Cl.[Fe+2]. The product is [CH2:24]([C:5]1[N:6]([CH2:9][C:10]2[CH:15]=[CH:14][C:13]([C:16]3[C:17]([C:22]#[N:23])=[CH:18][CH:19]=[CH:20][CH:21]=3)=[CH:12][CH:11]=2)[C:7](=[O:8])[C:2]([C:33]2[CH:32]=[N:31][N:30]([CH3:29])[CH:34]=2)=[C:3]([CH3:28])[N:4]=1)[CH2:25][CH2:26][CH3:27]. The yield is 0.430.